This data is from Full USPTO retrosynthesis dataset with 1.9M reactions from patents (1976-2016). The task is: Predict the reactants needed to synthesize the given product. (1) The reactants are: [O:1]([C:8]1[CH:13]=[CH:12][C:11]([CH2:14][C:15]([OH:17])=O)=[CH:10][CH:9]=1)[C:2]1[CH:7]=[CH:6][CH:5]=[CH:4][CH:3]=1.[CH2:18](Cl)CCl.C1C=CC2N(O)N=NC=2C=1.CCN(CC)CC.[CH3:39][N:40]([CH3:55])[CH2:41][CH2:42][CH2:43][NH:44][C:45]1[C:53]2[C:48](=[CH:49][CH:50]=[C:51]([NH2:54])[CH:52]=2)[NH:47][N:46]=1. Given the product [CH2:2]([O:1][C:8]1[CH:9]=[CH:10][C:11]([CH2:14][C:15]([NH:54][C:51]2[CH:52]=[C:53]3[C:48](=[CH:49][CH:50]=2)[NH:47][N:46]=[C:45]3[NH:44][CH2:43][CH2:42][CH2:41][N:40]([CH3:39])[CH3:55])=[O:17])=[CH:12][CH:13]=1)[C:7]1[CH:6]=[CH:5][CH:4]=[CH:3][CH:18]=1, predict the reactants needed to synthesize it. (2) Given the product [OH:1][C:2]1[C:15]2[C:14](=[O:16])[C:13]3[C:8](=[CH:9][CH:10]=[CH:11][CH:12]=3)[C:7](=[O:17])[C:6]=2[C:5]([CH2:22][CH:23]=[C:24]([CH3:26])[CH3:25])=[C:4]([OH:18])[CH:3]=1, predict the reactants needed to synthesize it. The reactants are: [OH:1][C:2]1[C:15]2[C:14](=[O:16])[C:13]3[C:8](=[CH:9][CH:10]=[CH:11][CH:12]=3)[C:7](=[O:17])[C:6]=2[CH:5]=[C:4]([OH:18])[CH:3]=1.C[O-].[Na+].[CH2:22](Br)[CH:23]=[C:24]([CH3:26])[CH3:25]. (3) Given the product [CH3:21][O:20][C:18]([C:9]1[CH:10]=[CH:11][C:12]2[C:17](=[CH:16][CH:15]=[CH:14][CH:13]=2)[C:8]=1[O:7][CH2:23][C:24]1[CH:25]=[CH:26][C:27]([C:30]([F:31])([F:32])[F:33])=[CH:28][CH:29]=1)=[O:19], predict the reactants needed to synthesize it. The reactants are: C(=O)([O-])[O-].[Cs+].[Cs+].[OH:7][C:8]1[C:17]2[C:12](=[CH:13][CH:14]=[CH:15][CH:16]=2)[CH:11]=[CH:10][C:9]=1[C:18]([O:20][CH3:21])=[O:19].Br[CH2:23][C:24]1[CH:29]=[CH:28][C:27]([C:30]([F:33])([F:32])[F:31])=[CH:26][CH:25]=1. (4) Given the product [C:1]([C:4]1[C:12]2[C:7](=[CH:8][CH:9]=[C:10]([N:13]3[CH2:14][CH2:15][N:16]([C:19](=[O:21])[CH3:20])[CH2:17][CH2:18]3)[CH:11]=2)[N:6]([CH2:22][C:23]([N:39]2[CH2:40][C@H:41]([F:42])[CH2:37][C@H:38]2[C:43]([NH:45][C:46]2[C:51]([F:70])=[C:50]([C:49]3[CH:63]=[CH:64][CH:65]=[CH:66][C:48]=3[Cl:52])[CH:30]=[CH:29][CH:31]=2)=[O:44])=[O:25])[CH:5]=1)(=[O:3])[CH3:2], predict the reactants needed to synthesize it. The reactants are: [C:1]([C:4]1[C:12]2[C:7](=[CH:8][CH:9]=[C:10]([N:13]3[CH2:18][CH2:17][N:16]([C:19](=[O:21])[CH3:20])[CH2:15][CH2:14]3)[CH:11]=2)[N:6]([CH2:22][C:23]([OH:25])=O)[CH:5]=1)(=[O:3])[CH3:2].CCN(C(C)C)[CH:29]([CH3:31])[CH3:30].Cl.Cl[CH:37]1[C@H:41]([F:42])[CH2:40][NH:39][C@H:38]1[C:43]([NH:45][C:46]1[CH:51]=[CH:50][CH:49]=[C:48]([Cl:52])N=1)=[O:44].CN(C(ON1N=N[C:63]2[CH:64]=[CH:65][CH:66]=NC1=2)=[N+](C)C)C.[F:70][P-](F)(F)(F)(F)F. (5) The reactants are: [S:1]1[C:5](C(O)=O)=[CH:4][N:3]=[CH:2]1.CC[N:11]([CH2:14]C)CC.C1C=CC(P(N=[N+]=[N-])(C2C=CC=CC=2)=[O:23])=CC=1.CCOC(C)=O.[C:39]([OH:43])([CH3:42])([CH3:41])[CH3:40]. Given the product [S:1]1[C:5]([NH:11][C:14](=[O:23])[O:43][C:39]([CH3:42])([CH3:41])[CH3:40])=[CH:4][N:3]=[CH:2]1, predict the reactants needed to synthesize it. (6) Given the product [CH3:16][O:15][CH2:14][C:9]([CH2:10][O:11][CH3:12])([CH3:13])[C:8]([NH:7][CH2:6][CH2:5][CH:4]=[O:3])=[O:17], predict the reactants needed to synthesize it. The reactants are: C([O:3][CH:4](OCC)[CH2:5][CH2:6][NH:7][C:8](=[O:17])[C:9]([CH2:14][O:15][CH3:16])([CH3:13])[CH2:10][O:11][CH3:12])C.CC1C=CC(S(O)(=O)=O)=CC=1.O. (7) Given the product [CH:24]1([C:23]2[C:18]3[C:17](=[O:31])[NH:16][C:15]([C:12]4[CH:13]=[CH:14][C:9]([OH:8])=[CH:10][C:11]=4[O:32][CH3:33])=[N:20][C:19]=3[N:21]([CH3:30])[N:22]=2)[CH2:25][CH2:26][CH2:27][CH2:28][CH2:29]1, predict the reactants needed to synthesize it. The reactants are: C([O:8][C:9]1[CH:14]=[CH:13][C:12]([C:15]2[NH:16][C:17](=[O:31])[C:18]3[C:23]([CH:24]4[CH2:29][CH2:28][CH2:27][CH2:26][CH2:25]4)=[N:22][N:21]([CH3:30])[C:19]=3[N:20]=2)=[C:11]([O:32][CH3:33])[CH:10]=1)C1C=CC=CC=1.[H][H]. (8) Given the product [CH2:1]([C:8]1[N:13]=[C:12]([CH:14]=[O:27])[CH:11]=[C:10]([C:18]2[CH:23]=[CH:22][C:21]([CH3:24])=[CH:20][CH:19]=2)[N:9]=1)[C:2]1[CH:7]=[CH:6][CH:5]=[CH:4][CH:3]=1, predict the reactants needed to synthesize it. The reactants are: [CH2:1]([C:8]1[N:13]=[C:12]([CH2:14]N(C)C)[CH:11]=[C:10]([C:18]2[CH:23]=[CH:22][C:21]([CH3:24])=[CH:20][CH:19]=2)[N:9]=1)[C:2]1[CH:7]=[CH:6][CH:5]=[CH:4][CH:3]=1.CC(OI1(OC(C)=O)(OC(C)=O)OC(=O)C2C=CC=CC1=2)=[O:27]. (9) Given the product [CH3:10][C:11]([CH3:17])([CH2:14][CH:15]=[CH2:16])[CH2:12][O:13][C:19]([NH:32][C@H:33]([C:38]([OH:40])=[O:39])[C:34]([CH3:37])([CH3:36])[CH3:35])=[O:21], predict the reactants needed to synthesize it. The reactants are: CCN(C(C)C)C(C)C.[CH3:10][C:11]([CH3:17])([CH2:14][CH:15]=[CH2:16])[CH2:12][OH:13].Cl[C:19](Cl)([O:21]C(=O)OC(Cl)(Cl)Cl)Cl.[OH-].[Na+].[NH2:32][C@H:33]([C:38]([OH:40])=[O:39])[C:34]([CH3:37])([CH3:36])[CH3:35].